This data is from NCI-60 drug combinations with 297,098 pairs across 59 cell lines. The task is: Regression. Given two drug SMILES strings and cell line genomic features, predict the synergy score measuring deviation from expected non-interaction effect. (1) Drug 1: CC1=CC2C(CCC3(C2CCC3(C(=O)C)OC(=O)C)C)C4(C1=CC(=O)CC4)C. Drug 2: C1=NC(=NC(=O)N1C2C(C(C(O2)CO)O)O)N. Cell line: NCI-H522. Synergy scores: CSS=3.69, Synergy_ZIP=-1.16, Synergy_Bliss=-0.618, Synergy_Loewe=-4.75, Synergy_HSA=-1.07. (2) Drug 1: C1=CN(C=N1)CC(O)(P(=O)(O)O)P(=O)(O)O. Drug 2: CN(CC1=CN=C2C(=N1)C(=NC(=N2)N)N)C3=CC=C(C=C3)C(=O)NC(CCC(=O)O)C(=O)O. Cell line: HT29. Synergy scores: CSS=54.8, Synergy_ZIP=5.03, Synergy_Bliss=2.99, Synergy_Loewe=-32.8, Synergy_HSA=-0.631.